This data is from Catalyst prediction with 721,799 reactions and 888 catalyst types from USPTO. The task is: Predict which catalyst facilitates the given reaction. (1) Reactant: C([Li])CCC.Br[C:7]1[CH:12]=[CH:11][C:10]([F:13])=[CH:9][C:8]=1[CH3:14].[C:15](OCC)(=[O:21])[C:16]([O:18][CH2:19][CH3:20])=[O:17]. Product: [F:13][C:10]1[CH:11]=[CH:12][C:7]([C:15](=[O:21])[C:16]([O:18][CH2:19][CH3:20])=[O:17])=[C:8]([CH3:14])[CH:9]=1. The catalyst class is: 1. (2) The catalyst class is: 157. Reactant: C(OC(=O)[N:7]([CH2:31][C:32]1[CH:37]=[CH:36][C:35]([NH:38][C:39](=[O:42])[CH:40]=[CH2:41])=[CH:34][CH:33]=1)[C@H:8]1[CH2:13][CH2:12][CH2:11][C@@H:10]([NH:14][C:15]2[N:20]=[C:19]([C:21]3[C:29]4[C:24](=[CH:25][CH:26]=[CH:27][CH:28]=4)[NH:23][N:22]=3)[C:18]([Cl:30])=[CH:17][N:16]=2)[CH2:9]1)(C)(C)C. Product: [Cl:30][C:18]1[C:19]([C:21]2[C:29]3[C:24](=[CH:25][CH:26]=[CH:27][CH:28]=3)[NH:23][N:22]=2)=[N:20][C:15]([NH:14][C@@H:10]2[CH2:11][CH2:12][CH2:13][C@H:8]([NH:7][CH2:31][C:32]3[CH:33]=[CH:34][C:35]([NH:38][C:39](=[O:42])[CH:40]=[CH2:41])=[CH:36][CH:37]=3)[CH2:9]2)=[N:16][CH:17]=1. (3) Reactant: CC1C=CC(S([O:11][CH2:12][CH2:13][NH:14][C:15]2[C:16](=[O:32])[N:17]([C:28]([CH3:31])([CH3:30])[CH3:29])[S:18](=[O:27])(=[O:26])[C:19]=2[C:20]2[CH:25]=[CH:24][CH:23]=[CH:22][CH:21]=2)(=O)=O)=CC=1.[CH3:33][S:34]([O:37][C:38]1[CH:43]=[CH:42][C:41](O)=[CH:40][CH:39]=1)(=[O:36])=[O:35].C(=O)([O-])[O-].[K+].[K+]. Product: [CH3:33][S:34]([O:37][C:38]1[CH:39]=[CH:40][C:41]([O:11][CH2:12][CH2:13][NH:14][C:15]2[C:16](=[O:32])[N:17]([C:28]([CH3:29])([CH3:30])[CH3:31])[S:18](=[O:27])(=[O:26])[C:19]=2[C:20]2[CH:25]=[CH:24][CH:23]=[CH:22][CH:21]=2)=[CH:42][CH:43]=1)(=[O:36])=[O:35]. The catalyst class is: 23. (4) Reactant: C([Li])CCC.[CH3:6][C:7]1[S:8][CH:9]=[CH:10][C:11]=1[CH3:12].[CH:13](=[O:20])[C:14]1[CH:19]=[CH:18][CH:17]=[CH:16][CH:15]=1.[Cl-].[NH4+]. Product: [CH3:12][C:11]1[CH:10]=[C:9]([CH:13]([C:14]2[CH:19]=[CH:18][CH:17]=[CH:16][CH:15]=2)[OH:20])[S:8][C:7]=1[CH3:6]. The catalyst class is: 1. (5) Reactant: [NH2:1][C@H:2]1[CH2:7][CH2:6][CH2:5][N:4]([CH2:8][C:9]2[C:18]([Cl:19])=[C:17]3[C:12]([C:13](=[O:33])[N:14]([CH2:20][C:21]4[CH:26]=[C:25]([Cl:27])[CH:24]=[CH:23][C:22]=4[S:28]([CH2:31][CH3:32])(=[O:30])=[O:29])[CH:15]=[N:16]3)=[CH:11][C:10]=2[C:34]([F:37])([F:36])[F:35])[CH2:3]1.NC1C=CC(C(F)(F)F)=CC=1C(NCC1C=C(Br)C=CC=1S(CC)(=O)=O)=O.[CH3:65][C:66]([O:69][C:70]([NH:72][CH2:73][C:74](O)=[O:75])=[O:71])([CH3:68])[CH3:67].CN(C(ON1N=NC2C=CC=NC1=2)=[N+](C)C)C.F[P-](F)(F)(F)(F)F. Product: [Cl:19][C:18]1[C:9]([CH2:8][N:4]2[CH2:5][CH2:6][CH2:7][C@H:2]([NH:1][C:74](=[O:75])[CH2:73][NH:72][C:70](=[O:71])[O:69][C:66]([CH3:65])([CH3:67])[CH3:68])[CH2:3]2)=[C:10]([C:34]([F:35])([F:36])[F:37])[CH:11]=[C:12]2[C:17]=1[N:16]=[CH:15][N:14]([CH2:20][C:21]1[CH:26]=[C:25]([Cl:27])[CH:24]=[CH:23][C:22]=1[S:28]([CH2:31][CH3:32])(=[O:30])=[O:29])[C:13]2=[O:33]. The catalyst class is: 3. (6) Reactant: [F:1][C:2]1[CH:3]=[C:4]([C:8](=[O:11])[CH2:9][CH3:10])[CH:5]=[CH:6][CH:7]=1.[Br:12]Br. Product: [Br:12][CH:9]([CH3:10])[C:8]([C:4]1[CH:5]=[CH:6][CH:7]=[C:2]([F:1])[CH:3]=1)=[O:11]. The catalyst class is: 2. (7) Reactant: [N:1]1([CH2:10][C:11]2[CH:19]=[CH:18][C:14]([C:15]([OH:17])=O)=[CH:13][CH:12]=2)[C:5]2[CH:6]=[CH:7][CH:8]=[CH:9][C:4]=2[N:3]=[CH:2]1.C1CN([P+](O[N:37]2N=[N:44][C:39]3[CH:40]=[CH:41][CH:42]=[CH:43][C:38]2=3)(N2CCCC2)N2CCCC2)CC1.F[P-](F)(F)(F)(F)F.C1(N)C=CC=CC=1N.CCN(CC)CC. Product: [N:1]1([CH2:10][C:11]2[CH:12]=[CH:13][C:14]([C:15]([NH:37][C:38]3[CH:43]=[CH:42][CH:41]=[CH:40][C:39]=3[NH2:44])=[O:17])=[CH:18][CH:19]=2)[C:5]2[CH:6]=[CH:7][CH:8]=[CH:9][C:4]=2[N:3]=[CH:2]1. The catalyst class is: 3.